This data is from Reaction yield outcomes from USPTO patents with 853,638 reactions. The task is: Predict the reaction yield, written as a fraction of the theoretical maximum amount of product (1.0 means a 100% yield; for example, 0.34 means a 34% yield). (1) The product is [CH3:31][O:30][CH:29]([C:3]1[C:4]2[C:5](=[N:6][CH:7]=[CH:8][CH:9]=2)[NH:1][CH:2]=1)[C:27]1[CH:26]=[CH:25][C:23]2[N:24]=[C:20]([NH:19][C@@H:14]3[CH2:15][CH2:16][CH2:17][CH2:18][C@H:13]3[OH:12])[S:21][C:22]=2[CH:28]=1. The yield is 0.0540. The catalyst is CCOC(C)=O. The reactants are [NH:1]1[C:5]2=[N:6][CH:7]=[CH:8][CH:9]=[C:4]2[CH:3]=[CH:2]1.[OH-].[K+].[OH:12][C@@H:13]1[CH2:18][CH2:17][CH2:16][CH2:15][C@H:14]1[NH:19][C:20]1[S:21][C:22]2[CH:28]=[C:27]([CH:29]=[O:30])[CH:26]=[CH:25][C:23]=2[N:24]=1.[CH3:31]O. (2) The reactants are [O-][N+:2]1[CH:7]=[CH:6][CH:5]=[CH:4][C:3]=1[CH2:8][CH2:9][C:10]([O:12][C:13]([CH3:16])([CH3:15])[CH3:14])=[O:11].C[Si]([C:21]#[N:22])(C)C.CN(C)C(Cl)=O.C(OCC)(=O)C. The catalyst is [N+](CC)([O-])=O.O. The product is [C:21]([C:7]1[N:2]=[C:3]([CH2:8][CH2:9][C:10]([O:12][C:13]([CH3:16])([CH3:15])[CH3:14])=[O:11])[CH:4]=[CH:5][CH:6]=1)#[N:22]. The yield is 0.820. (3) The reactants are Br[C:2]1[C:27](=[O:28])[N:26]2[C:5]([O:6][C@H:7]3[CH2:36][N:10]([C:11](=[O:35])[C@H:12]([CH:30]4[CH2:34][CH2:33][CH2:32][CH2:31]4)[NH:13][C:14](=[O:29])[O:15][C@H:16]4[C@H:20]([CH2:21][CH2:22][CH2:23][CH2:24][CH2:25]2)[CH2:19][CH2:18][CH2:17]4)[C@H:9]([C:37]([O:39][CH3:40])=[O:38])[CH2:8]3)=[CH:4][CH:3]=1.[C:41]1(B(O)O)[CH:46]=[CH:45][CH:44]=[CH:43][CH:42]=1.C(=O)([O-])[O-].[Cs+].[Cs+].C1(P(C2CCCCC2)C2CCCCC2)CCCCC1.S(=O)(=O)(O)[O-].[K+]. The catalyst is C1C=CC(/C=C/C(/C=C/C2C=CC=CC=2)=O)=CC=1.C1C=CC(/C=C/C(/C=C/C2C=CC=CC=2)=O)=CC=1.C1C=CC(/C=C/C(/C=C/C2C=CC=CC=2)=O)=CC=1.[Pd].[Pd].O1CCOCC1. The product is [CH:30]1([C@H:12]2[C:11](=[O:35])[N:10]3[CH2:36][C@@H:7]([CH2:8][C@H:9]3[C:37]([O:39][CH3:40])=[O:38])[O:6][C:5]3[N:26]([C:27](=[O:28])[C:2]([C:41]4[CH:46]=[CH:45][CH:44]=[CH:43][CH:42]=4)=[CH:3][CH:4]=3)[CH2:25][CH2:24][CH2:23][CH2:22][CH2:21][C@H:20]3[C@@H:16]([CH2:17][CH2:18][CH2:19]3)[O:15][C:14](=[O:29])[NH:13]2)[CH2:31][CH2:32][CH2:33][CH2:34]1. The yield is 0.750. (4) The reactants are [CH3:1][S:2]([C:5]1[CH:6]=[C:7]([S:11](Cl)(=[O:13])=[O:12])[CH:8]=[CH:9][CH:10]=1)(=[O:4])=[O:3].[C:15]([O:19][C:20]([N:22]1[CH2:27][CH2:26][N:25]([C:28]2[C:37]3[O:36][CH2:35][CH2:34][NH:33][C:32]=3[CH:31]=[C:30]([Cl:38])[CH:29]=2)[CH2:24][CH2:23]1)=[O:21])([CH3:18])([CH3:17])[CH3:16].N1C=CC=CC=1.O. The catalyst is ClCCl. The product is [C:15]([O:19][C:20]([N:22]1[CH2:23][CH2:24][N:25]([C:28]2[C:37]3[O:36][CH2:35][CH2:34][N:33]([S:11]([C:7]4[CH:8]=[CH:9][CH:10]=[C:5]([S:2]([CH3:1])(=[O:4])=[O:3])[CH:6]=4)(=[O:13])=[O:12])[C:32]=3[CH:31]=[C:30]([Cl:38])[CH:29]=2)[CH2:26][CH2:27]1)=[O:21])([CH3:18])([CH3:16])[CH3:17]. The yield is 0.910. (5) The reactants are [NH2:1][C:2]1[CH:3]=[C:4]([OH:9])[CH:5]=[CH:6][C:7]=1[F:8].Br[C:11]1[CH:12]=[CH:13][C:14]([N+:17]([O-:19])=[O:18])=[N:15][CH:16]=1. No catalyst specified. The product is [F:8][C:7]1[CH:6]=[CH:5][C:4]([O:9][C:11]2[CH:16]=[N:15][C:14]([N+:17]([O-:19])=[O:18])=[CH:13][CH:12]=2)=[CH:3][C:2]=1[NH2:1]. The yield is 0.390. (6) The reactants are C(OP([CH2:9][C:10]#[N:11])(=O)OCC)C.C[Si]([N-][Si](C)(C)C)(C)C.[Li+].[O:22]1[C:27]2[CH:28]=[CH:29][C:30]([C:32]([C:34]3[CH:39]=[CH:38][C:37]([O:40][CH3:41])=[CH:36][CH:35]=3)=O)=[CH:31][C:26]=2[O:25][CH2:24][CH2:23]1.O. The catalyst is C1COCC1. The product is [O:22]1[C:27]2[CH:28]=[CH:29][C:30]([C:32]([C:34]3[CH:39]=[CH:38][C:37]([O:40][CH3:41])=[CH:36][CH:35]=3)=[CH:9][C:10]#[N:11])=[CH:31][C:26]=2[O:25][CH2:24][CH2:23]1. The yield is 0.660. (7) The reactants are [Br:1][C:2]1[CH:3]=[C:4]([CH:7]=[CH:8][C:9]=1[OH:10])[C:5]#[N:6].[H-].[Na+].[CH2:13]([O:15][CH2:16]Cl)[CH3:14]. The catalyst is C1COCC1. The product is [Br:1][C:2]1[CH:3]=[C:4]([CH:7]=[CH:8][C:9]=1[O:10][CH2:16][O:15][CH2:13][CH3:14])[C:5]#[N:6]. The yield is 0.950. (8) The reactants are [C:1]([C:4]1[CH:5]=[N:6][C:7]2[C:12]([C:13]=1[NH:14][C@H:15]1[CH2:20][CH2:19][C@H:18]([NH:21][C:22](=[O:28])[O:23][C:24]([CH3:27])([CH3:26])[CH3:25])[CH2:17][CH2:16]1)=[CH:11][C:10](Br)=[CH:9][CH:8]=2)(=[O:3])[CH3:2].[Cl:30][C:31]1[CH:36]=[C:35](B2CC(C)(C)C(C)(C)C2)[CH:34]=[C:33]([O:46][CH3:47])[C:32]=1[OH:48]. No catalyst specified. The product is [C:1]([C:4]1[CH:5]=[N:6][C:7]2[C:12]([C:13]=1[NH:14][C@H:15]1[CH2:20][CH2:19][C@H:18]([NH:21][C:22](=[O:28])[O:23][C:24]([CH3:27])([CH3:26])[CH3:25])[CH2:17][CH2:16]1)=[CH:11][C:10]([C:35]1[CH:34]=[C:33]([O:46][CH3:47])[C:32]([OH:48])=[C:31]([Cl:30])[CH:36]=1)=[CH:9][CH:8]=2)(=[O:3])[CH3:2]. The yield is 0.650.